This data is from Forward reaction prediction with 1.9M reactions from USPTO patents (1976-2016). The task is: Predict the product of the given reaction. (1) Given the reactants [CH3:1][O:2][C:3]1[CH:10]=[CH:9][CH:8]=[C:7]([O:11][CH3:12])[C:4]=1[CH:5]=[O:6].[C:13]([NH2:18])(=[O:17])[C@@H:14]([CH3:16])O, predict the reaction product. The product is: [CH3:12][O:11][C:7]1[CH:8]=[CH:9][CH:10]=[C:3]([O:2][CH3:1])[C:4]=1[C@@H:5]1[NH:18][C:13](=[O:17])[CH:14]([CH3:16])[O:6]1. (2) The product is: [Br:1][C:2]1[CH:3]=[CH:4][C:5]2[C:11]3[S:12][C:13]([C:15]([N:17]([C:18]4[CH:19]=[C:20]([CH:25]=[CH:26][C:27]=4[Cl:28])[C:21]([O:23][CH3:24])=[O:22])[CH3:30])=[O:16])=[CH:14][C:10]=3[CH2:9][CH2:8][O:7][C:6]=2[CH:29]=1. Given the reactants [Br:1][C:2]1[CH:3]=[CH:4][C:5]2[C:11]3[S:12][C:13]([C:15]([NH:17][C:18]4[CH:19]=[C:20]([CH:25]=[CH:26][C:27]=4[Cl:28])[C:21]([O:23][CH3:24])=[O:22])=[O:16])=[CH:14][C:10]=3[CH2:9][CH2:8][O:7][C:6]=2[CH:29]=1.[C:30]([O-])([O-])=O.[Cs+].[Cs+].CI, predict the reaction product. (3) Given the reactants C(OC([O:8][C:9]1[CH:47]=[CH:46][C:45]([N:48]([CH2:53][CH:54]2[CH2:56][CH2:55]2)[S:49]([CH3:52])(=[O:51])=[O:50])=[CH:44][C:10]=1[C:11]([O:13][CH2:14][C:15]([O:17][C@H:18]([C:29]1[CH:34]=[CH:33][C:32]([O:35][CH:36]([F:38])[F:37])=[C:31]([O:39][CH2:40][CH:41]2[CH2:43][CH2:42]2)[CH:30]=1)[CH2:19][C:20]1[C:25]([Cl:26])=[CH:24][N+:23]([O-:27])=[CH:22][C:21]=1[Cl:28])=[O:16])=[O:12])=O)(C)(C)C.O1CCOCC1, predict the reaction product. The product is: [Cl:28][C:21]1[CH:22]=[N+:23]([O-:27])[CH:24]=[C:25]([Cl:26])[C:20]=1[CH2:19][C@@H:18]([C:29]1[CH:34]=[CH:33][C:32]([O:35][CH:36]([F:37])[F:38])=[C:31]([O:39][CH2:40][CH:41]2[CH2:43][CH2:42]2)[CH:30]=1)[O:17][C:15](=[O:16])[CH2:14][O:13][C:11](=[O:12])[C:10]1[CH:44]=[C:45]([N:48]([CH2:53][CH:54]2[CH2:55][CH2:56]2)[S:49]([CH3:52])(=[O:51])=[O:50])[CH:46]=[CH:47][C:9]=1[OH:8]. (4) Given the reactants [C:1]1([C:7]([C:12]2[CH:17]=[CH:16][CH:15]=[CH:14][CH:13]=2)([CH3:11])[C:8]([OH:10])=O)[CH:6]=[CH:5][CH:4]=[CH:3][CH:2]=1.[NH2:18][CH2:19][CH2:20][CH2:21][N:22]1[CH2:27][CH2:26][CH:25]([C:28]2[CH:29]=[C:30]([NH:34][C:35]([CH:37]3[CH2:39][CH2:38]3)=[O:36])[CH:31]=[CH:32][CH:33]=2)[CH2:24][CH2:23]1, predict the reaction product. The product is: [C:12]1([C:7]([C:1]2[CH:2]=[CH:3][CH:4]=[CH:5][CH:6]=2)([CH3:11])[C:8]([NH:18][CH2:19][CH2:20][CH2:21][N:22]2[CH2:27][CH2:26][CH:25]([C:28]3[CH:29]=[C:30]([NH:34][C:35]([CH:37]4[CH2:39][CH2:38]4)=[O:36])[CH:31]=[CH:32][CH:33]=3)[CH2:24][CH2:23]2)=[O:10])[CH:17]=[CH:16][CH:15]=[CH:14][CH:13]=1. (5) Given the reactants [CH3:1][C:2]([NH:6][CH:7]1[CH2:10][O:9][CH2:8]1)([CH3:5])[CH:3]=O.N1CCCC1.[Si](Cl)(C)(C)C.[NH2:21][C:22]1[N:27]=[CH:26][N:25]=[C:24]2[N:28]([CH2:45][C@@H:46]3[CH2:50][CH2:49][CH2:48][N:47]3[C:51](=[O:55])[CH2:52][C:53]#[N:54])[N:29]=[C:30]([C:31]3[CH:36]=[CH:35][C:34]([O:37][C:38]4[CH:43]=[CH:42][CH:41]=[CH:40][CH:39]=4)=[CH:33][C:32]=3[F:44])[C:23]=12, predict the reaction product. The product is: [NH2:21][C:22]1[N:27]=[CH:26][N:25]=[C:24]2[N:28]([CH2:45][C@@H:46]3[CH2:50][CH2:49][CH2:48][N:47]3[C:51]([C:52](=[CH:3][C:2]([CH3:5])([NH:6][CH:7]3[CH2:10][O:9][CH2:8]3)[CH3:1])[C:53]#[N:54])=[O:55])[N:29]=[C:30]([C:31]3[CH:36]=[CH:35][C:34]([O:37][C:38]4[CH:39]=[CH:40][CH:41]=[CH:42][CH:43]=4)=[CH:33][C:32]=3[F:44])[C:23]=12.